This data is from Peptide-MHC class I binding affinity with 185,985 pairs from IEDB/IMGT. The task is: Regression. Given a peptide amino acid sequence and an MHC pseudo amino acid sequence, predict their binding affinity value. This is MHC class I binding data. (1) The peptide sequence is NPQGERRAF. The MHC is HLA-A66:01 with pseudo-sequence HLA-A66:01. The binding affinity (normalized) is 0.213. (2) The peptide sequence is RVFDKADGK. The MHC is HLA-B08:01 with pseudo-sequence HLA-B08:01. The binding affinity (normalized) is 0.0847.